From a dataset of NCI-60 drug combinations with 297,098 pairs across 59 cell lines. Regression. Given two drug SMILES strings and cell line genomic features, predict the synergy score measuring deviation from expected non-interaction effect. Drug 1: CC1=C(C=C(C=C1)NC2=NC=CC(=N2)N(C)C3=CC4=NN(C(=C4C=C3)C)C)S(=O)(=O)N.Cl. Drug 2: COC1=NC(=NC2=C1N=CN2C3C(C(C(O3)CO)O)O)N. Cell line: HT29. Synergy scores: CSS=3.54, Synergy_ZIP=1.99, Synergy_Bliss=5.80, Synergy_Loewe=3.65, Synergy_HSA=2.95.